From a dataset of Full USPTO retrosynthesis dataset with 1.9M reactions from patents (1976-2016). Predict the reactants needed to synthesize the given product. (1) Given the product [CH2:1]([C:5]1[CH:19]=[CH:18][C:8]([O:9][C:10]2[CH:11]=[CH:12][C:13]([CH2:14][NH2:15])=[CH:16][CH:17]=2)=[CH:7][CH:6]=1)[CH2:2][CH2:3][CH3:4], predict the reactants needed to synthesize it. The reactants are: [CH2:1]([C:5]1[CH:19]=[CH:18][C:8]([O:9][C:10]2[CH:17]=[CH:16][C:13]([C:14]#[N:15])=[CH:12][CH:11]=2)=[CH:7][CH:6]=1)[CH2:2][CH2:3][CH3:4].C1COCC1.[H-].[Al+3].[Li+].[H-].[H-].[H-].[OH-].[Na+]. (2) Given the product [NH2:3][CH2:12][C:13]1[CH:40]=[CH:39][C:16]([C:17]([NH:19][C:20]2[CH:25]=[C:24]([C:26]3[S:27][CH:28]=[CH:29][CH:30]=3)[CH:23]=[CH:22][C:21]=2[NH:31][C:32](=[O:38])[O:33][C:34]([CH3:35])([CH3:36])[CH3:37])=[O:18])=[CH:15][CH:14]=1, predict the reactants needed to synthesize it. The reactants are: O=C1C2C(=CC=CC=2)C(=O)[N:3]1[CH2:12][C:13]1[CH:40]=[CH:39][C:16]([C:17]([NH:19][C:20]2[CH:25]=[C:24]([C:26]3[S:27][CH:28]=[CH:29][CH:30]=3)[CH:23]=[CH:22][C:21]=2[NH:31][C:32](=[O:38])[O:33][C:34]([CH3:37])([CH3:36])[CH3:35])=[O:18])=[CH:15][CH:14]=1.NN. (3) Given the product [CH3:23][C:10]1[C:11]2[C:16](=[CH:15][C:14]([C:17]3[CH:18]=[CH:19][CH:20]=[CH:21][CH:22]=3)=[CH:13][CH:12]=2)[N:7]([CH2:6][CH:2]=[O:1])[C:8](=[O:24])[CH:9]=1, predict the reactants needed to synthesize it. The reactants are: [O:1]1CCO[CH:2]1[CH2:6][N:7]1[C:16]2[C:11](=[CH:12][CH:13]=[C:14]([C:17]3[CH:22]=[CH:21][CH:20]=[CH:19][CH:18]=3)[CH:15]=2)[C:10]([CH3:23])=[CH:9][C:8]1=[O:24].FC(F)(F)C(O)=O.C(=O)([O-])O.[Na+]. (4) Given the product [CH3:79][N:80]1[CH2:98][C:92]2[CH:93]=[CH:94][C:95]([O:96][CH3:97])=[C:90]3[C:91]=2[C@:83]2([C@@H:88]([O:89]3)[CH2:87][C@@H:86]([OH:99])[CH:85]=[CH:84]2)[CH2:82][CH2:81]1, predict the reactants needed to synthesize it. The reactants are: CCCCCCCCCCCCCCCC(OC[C@@H](OC(CCCCCCCCCCCCCCC)=O)COP(OCC[N+](C)(C)C)([O-])=O)=O.CC(CCC[C@H]([C@@H]1[C@]2(C)[C@H]([C@H]3[C@H](CC2)[C@]2(C)C(C[C@H](CC2)O)=CC3)CC1)C)C.[CH3:79][N:80]1[CH2:98][C:92]2[CH:93]=[CH:94][C:95]([O:96][CH3:97])=[C:90]3[C:91]=2[C@:83]2([C@@H:88]([O:89]3)[CH2:87][C@@H:86]([OH:99])[CH:85]=[CH:84]2)[CH2:82][CH2:81]1.Br.C(O)(=O)CC(CC(O)=O)(C(O)=O)O.C(=O)([O-])[O-].[Na+].[Na+].C(O)(=O)CC(CC(O)=O)(C(O)=O)O. (5) The reactants are: [CH2:1](C1C=C2C=NNC2=CN=1)[CH3:2].[C:12]([C:15]1[C:23]2[C:18](=[CH:19][N:20]=[CH:21][CH:22]=2)[N:17]([CH2:24][C:25]([OH:27])=[O:26])[N:16]=1)(=[O:14])[NH2:13]. Given the product [C:12]([C:15]1[C:23]2[C:18](=[CH:19][N:20]=[C:21]([CH2:1][CH3:2])[CH:22]=2)[N:17]([CH2:24][C:25]([OH:27])=[O:26])[N:16]=1)(=[O:14])[NH2:13], predict the reactants needed to synthesize it. (6) Given the product [Cl:1][C:2]1[CH:3]=[C:4]([C:12]2[O:16][N:15]=[C:14]([C:17]3[CH:18]=[CH:19][CH:20]=[C:21]4[C:25]=3[N:24]([CH3:26])[CH:23]=[C:22]4[CH2:27][NH:28][CH2:29][C:30]([OH:32])=[O:31])[N:13]=2)[CH:5]=[CH:6][C:7]=1[O:8][CH:9]([CH3:10])[CH3:11], predict the reactants needed to synthesize it. The reactants are: [Cl:1][C:2]1[CH:3]=[C:4]([C:12]2[O:16][N:15]=[C:14]([C:17]3[CH:18]=[CH:19][CH:20]=[C:21]4[C:25]=3[N:24]([CH3:26])[CH:23]=[C:22]4[CH2:27][NH:28][CH2:29][C:30]([O:32]CC)=[O:31])[N:13]=2)[CH:5]=[CH:6][C:7]=1[O:8][CH:9]([CH3:11])[CH3:10].[OH-].[Na+]. (7) Given the product [CH2:28]([O:30][C:31](=[O:33])[NH:32][C:24]1[CH:25]=[CH:26][C:21]([C:19]([N:16]2[CH2:15][CH2:14][N:13]([C:5]3[C:4]([CH:1]4[CH2:3][CH2:2]4)=[CH:9][C:8]([CH:10]4[CH2:11][CH2:12]4)=[CH:7][N:6]=3)[CH2:18][CH2:17]2)=[O:20])=[CH:22][CH:23]=1)[CH3:29], predict the reactants needed to synthesize it. The reactants are: [CH:1]1([C:4]2[C:5]([N:13]3[CH2:18][CH2:17][N:16]([C:19]([C:21]4[CH:26]=[CH:25][C:24](I)=[CH:23][CH:22]=4)=[O:20])[CH2:15][CH2:14]3)=[N:6][CH:7]=[C:8]([CH:10]3[CH2:12][CH2:11]3)[CH:9]=2)[CH2:3][CH2:2]1.[CH2:28]([O:30][C:31](=[O:33])[NH2:32])[CH3:29]. (8) Given the product [NH2:20][S:17]([C:11]1[C:10]([Cl:21])=[CH:9][C:8]([NH:7][CH2:6][C:3]2[O:4][CH:5]=[CH:1][CH:2]=2)=[C:13]([CH:12]=1)[C:14]([O:16][CH2:23][CH2:24][CH2:25][OH:26])=[O:15])(=[O:19])=[O:18], predict the reactants needed to synthesize it. The reactants are: [CH:1]1[CH:2]=[C:3]([CH2:6][NH:7][C:8]2[C:13]([C:14]([OH:16])=[O:15])=[CH:12][C:11]([S:17]([NH2:20])(=[O:19])=[O:18])=[C:10]([Cl:21])[CH:9]=2)[O:4][CH:5]=1.Br[CH2:23][CH2:24][CH2:25][OH:26].C1CN2C(=NCCC2)C1.C(#N)C. (9) Given the product [C:1]([C:5]1[O:9][N:8]=[C:7]([NH:10][C:11]([NH:13][C:14]2[CH:19]=[CH:18][CH:17]=[C:16]([O:20][C:22]3[C:31]4[C:26](=[CH:27][CH:28]=[C:29]([O:32][CH3:33])[CH:30]=4)[N:25]=[CH:24][N:23]=3)[CH:15]=2)=[O:12])[CH:6]=1)([CH3:4])([CH3:2])[CH3:3], predict the reactants needed to synthesize it. The reactants are: [C:1]([C:5]1[O:9][N:8]=[C:7]([NH:10][C:11]([NH:13][C:14]2[CH:19]=[CH:18][CH:17]=[C:16]([OH:20])[CH:15]=2)=[O:12])[CH:6]=1)([CH3:4])([CH3:3])[CH3:2].Cl[C:22]1[C:31]2[C:26](=[CH:27][CH:28]=[C:29]([O:32][CH3:33])[CH:30]=2)[N:25]=[CH:24][N:23]=1.Cl. (10) Given the product [C:23]([CH:1]([NH2:2])[C:3]1[CH:4]=[C:5]([CH2:9][C@@H:10]([NH:12][C:13](=[O:22])[O:14][CH2:15][C:16]2[CH:17]=[CH:18][CH:19]=[CH:20][CH:21]=2)[CH3:11])[CH:6]=[CH:7][CH:8]=1)([O:25][C:26]([CH3:29])([CH3:28])[CH3:27])=[O:24], predict the reactants needed to synthesize it. The reactants are: [C:1]([C:3]1[CH:4]=[C:5]([CH2:9][C@@H:10]([NH:12][C:13](=[O:22])[O:14][CH2:15][C:16]2[CH:21]=[CH:20][CH:19]=[CH:18][CH:17]=2)[CH3:11])[CH:6]=[CH:7][CH:8]=1)#[N:2].[C:23](O[C:23]([O:25][C:26]([CH3:29])([CH3:28])[CH3:27])=[O:24])([O:25][C:26]([CH3:29])([CH3:28])[CH3:27])=[O:24].[BH4-].[Na+].NCCNCCN.